From a dataset of Full USPTO retrosynthesis dataset with 1.9M reactions from patents (1976-2016). Predict the reactants needed to synthesize the given product. (1) The reactants are: Cl[C:2]1[CH:7]=[C:6]([Cl:8])[N:5]=[C:4]([NH2:9])[N:3]=1.CCN(C(C)C)C(C)C.[CH2:19]([NH2:26])[C:20]1[CH:25]=[CH:24][CH:23]=[CH:22][CH:21]=1.CCOC(C)=O. Given the product [Cl:8][C:6]1[N:5]=[C:4]([NH2:9])[N:3]=[C:2]([NH:26][CH2:19][C:20]2[CH:25]=[CH:24][CH:23]=[CH:22][CH:21]=2)[CH:7]=1, predict the reactants needed to synthesize it. (2) Given the product [CH2:29]([O:28][C:26]([N:12]1[CH:11]([C:13]([OH:15])=[O:14])[CH2:10][S:9][C@@H:8]1[C:7]1[CH:6]=[CH:5][N:4]=[CH:3][C:2]=1[F:1])=[O:27])[C:30]1[CH:35]=[CH:34][CH:33]=[CH:32][CH:31]=1, predict the reactants needed to synthesize it. The reactants are: [F:1][C:2]1[CH:3]=[N:4][CH:5]=[CH:6][C:7]=1[C@@H:8]1[NH:12][CH:11]([C:13]([OH:15])=[O:14])[CH2:10][S:9]1.CCN(C(C)C)C(C)C.Cl[C:26]([O:28][CH2:29][C:30]1[CH:35]=[CH:34][CH:33]=[CH:32][CH:31]=1)=[O:27]. (3) Given the product [CH2:46]([N:43]1[CH2:42][CH2:41][CH:1]([NH:8][C:9]([CH:11]2[CH2:23][N:21]3[C:22]4[CH:14]([CH:15]([NH:24][C:25](=[O:38])[CH:26]([CH2:34][CH:35]([CH3:37])[CH3:36])[CH:27]([CH2:31][CH2:32][CH3:33])[C:28]([NH2:30])=[O:29])[CH2:16][CH2:17][C:18]=4[CH:19]=[CH:20]3)[C:13](=[O:39])[CH2:12]2)=[O:10])[CH2:44]1)[C:47]1[CH:52]=[CH:51][CH:50]=[CH:49][CH:48]=1, predict the reactants needed to synthesize it. The reactants are: [CH2:1]([NH:8][C:9]([CH:11]1[CH2:23][N:21]2[C:22]3[CH:14]([CH:15]([NH:24][C:25](=[O:38])[CH:26]([CH2:34][CH:35]([CH3:37])[CH3:36])[CH:27]([CH2:31][CH2:32][CH3:33])[C:28]([NH2:30])=[O:29])[CH2:16][CH2:17][C:18]=3[CH:19]=[CH:20]2)[C:13](=[O:39])[CH2:12]1)=[O:10])C1C=CC=CC=1.N[C@@H:41]1C[CH2:44][N:43]([CH2:46][C:47]2[CH:52]=[CH:51][CH:50]=[CH:49][CH:48]=2)[CH2:42]1. (4) Given the product [C:1]([C:7]1[C:15]2[C:10](=[N:11][CH:12]=[C:13]([NH:16][C:17]3[CH:18]=[CH:19][C:20]([CH:21]=[C:38]([C:34]4[S:33][CH:37]=[CH:36][N:35]=4)[C:39]#[N:40])=[CH:23][CH:24]=3)[N:14]=2)[N:9]([CH2:25][O:26][CH2:27][CH2:28][Si:29]([CH3:31])([CH3:32])[CH3:30])[CH:8]=1)(=[O:6])[C:2]([CH3:4])([CH3:3])[CH3:5], predict the reactants needed to synthesize it. The reactants are: [C:1]([C:7]1[C:15]2[C:10](=[N:11][CH:12]=[C:13]([NH:16][C:17]3[CH:24]=[CH:23][C:20]([CH:21]=O)=[CH:19][CH:18]=3)[N:14]=2)[N:9]([CH2:25][O:26][CH2:27][CH2:28][Si:29]([CH3:32])([CH3:31])[CH3:30])[CH:8]=1)(=[O:6])[C:2]([CH3:5])([CH3:4])[CH3:3].[S:33]1[CH:37]=[CH:36][N:35]=[C:34]1[CH2:38][C:39]#[N:40].C(O)(=O)C.N1CCCCC1. (5) Given the product [CH3:16][C:15]([C:17]1[CH2:18][C:19]([CH3:24])([CH3:23])[CH2:20][CH2:21][CH:22]=1)=[O:1], predict the reactants needed to synthesize it. The reactants are: [O:1]=P12OP3(OP(OP(O3)(O1)=O)(=O)O2)=O.[C:15]([C:17]1(O)[CH2:22][CH2:21][CH2:20][C:19]([CH3:24])([CH3:23])[CH2:18]1)#[CH:16]. (6) The reactants are: [Li]CCCC.CCCCCC.Br[C:13]1[C:21]2[O:20][C:19]([F:23])([F:22])[O:18][C:17]=2[CH:16]=[CH:15][CH:14]=1.[B:24](OC)([O:27]C)[O:25]C. Given the product [F:22][C:19]1([F:23])[O:18][C:17]2[CH:16]=[CH:15][CH:14]=[C:13]([B:24]([OH:27])[OH:25])[C:21]=2[O:20]1, predict the reactants needed to synthesize it. (7) Given the product [CH3:1][C:2]1[O:6][C:5]([C:7]2[CH:8]=[CH:9][C:10]([NH2:13])=[CH:11][CH:12]=2)=[N:4][C:3]=1[C:16]1[CH:17]=[CH:18][CH:19]=[CH:20][CH:21]=1, predict the reactants needed to synthesize it. The reactants are: [CH3:1][C:2]1[O:6][C:5]([C:7]2[CH:12]=[CH:11][C:10]([N+:13]([O-])=O)=[CH:9][CH:8]=2)=[N:4][C:3]=1[C:16]1[CH:21]=[CH:20][CH:19]=[CH:18][CH:17]=1. (8) Given the product [OH:17][CH2:16][CH2:15][C:11]1[CH:10]=[C:9]([CH:14]=[CH:13][CH:12]=1)[CH2:8][C:3]1[C:4](=[O:7])[CH2:5][CH2:6][C:2]=1[O:1][CH2:28][CH:29]([CH3:31])[CH3:30], predict the reactants needed to synthesize it. The reactants are: [OH:1][C:2]1[CH2:6][CH2:5][C:4](=[O:7])[C:3]=1[CH2:8][C:9]1[CH:14]=[CH:13][CH:12]=[C:11]([CH2:15][CH2:16][O:17][Si](C(C)C)(C(C)C)C(C)C)[CH:10]=1.[CH2:28](O)[CH:29]([CH3:31])[CH3:30].